This data is from Forward reaction prediction with 1.9M reactions from USPTO patents (1976-2016). The task is: Predict the product of the given reaction. (1) Given the reactants N1(CC([C:10]2[CH:15]=CC=CC=2)=NO)C=CN=C1.[C:16]([OH:26])(=[O:25])/[CH:17]=C/C1C=CC=CC=1.[CH:27]1(N=C=N[CH:27]2[CH2:32][CH2:31][CH2:30][CH2:29][CH2:28]2)[CH2:32][CH2:31][CH2:30][CH2:29][CH2:28]1.CN(C1C=CC=CN=1)C, predict the reaction product. The product is: [C:16]([O:26][CH2:15][CH3:10])(=[O:25])[CH3:17].[CH3:31][CH2:32][CH2:27][CH2:28][CH2:29][CH3:30]. (2) The product is: [CH2:5]1[C:6]2[C:11](=[CH:10][CH:9]=[CH:8][CH:7]=2)[CH2:12][C@@H:3]([CH2:1][N:23]2[CH2:24][CH2:25][N:20]([CH2:26][CH2:27][OH:28])[CH2:21][CH2:22]2)[NH:4]1. Given the reactants [CH:1]([C@@H:3]1[CH2:12][C:11]2[C:6](=[CH:7][CH:8]=[CH:9][CH:10]=2)[CH2:5][N:4]1C(OC(C)(C)C)=O)=O.[N:20]1([CH2:26][CH2:27][OH:28])[CH2:25][CH2:24][NH:23][CH2:22][CH2:21]1, predict the reaction product. (3) Given the reactants C[O:2][C:3]([C:5]1[CH:14]=[C:13]([S:15][CH3:16])[C:12]2[C:7](=[CH:8][C:9]([Cl:17])=[CH:10][CH:11]=2)[N:6]=1)=[O:4].[Li+].[OH-].Cl, predict the reaction product. The product is: [C:3]([C:5]1[CH:14]=[C:13]([S:15][CH3:16])[C:12]2[C:7](=[CH:8][C:9]([Cl:17])=[CH:10][CH:11]=2)[N:6]=1)([OH:4])=[O:2].